From a dataset of Forward reaction prediction with 1.9M reactions from USPTO patents (1976-2016). Predict the product of the given reaction. (1) Given the reactants [NH2:1][CH2:2][CH2:3][CH2:4][C@H:5]([NH:9][C:10]([C:12]1[C:13](=[O:29])[N:14]([CH2:18][C:19]2[CH:24]=[CH:23][CH:22]=[C:21]([C:25]([F:28])([F:27])[F:26])[CH:20]=2)[CH:15]=[CH:16][CH:17]=1)=[O:11])[C:6]([OH:8])=[O:7].[C:30]([OH:36])([C:32]([F:35])([F:34])[F:33])=[O:31].C(O)C.Cl.[C:41](=[NH:46])(OCC)[CH3:42], predict the reaction product. The product is: [C:41]([NH:1][CH2:2][CH2:3][CH2:4][C@H:5]([NH:9][C:10]([C:12]1[C:13](=[O:29])[N:14]([CH2:18][C:19]2[CH:24]=[CH:23][CH:22]=[C:21]([C:25]([F:26])([F:27])[F:28])[CH:20]=2)[CH:15]=[CH:16][CH:17]=1)=[O:11])[C:6]([OH:8])=[O:7])(=[NH:46])[CH3:42].[C:30]([OH:36])([C:32]([F:35])([F:34])[F:33])=[O:31]. (2) Given the reactants Br[C:2]1[CH:3]=[C:4]2[C:8](=[N:9][CH:10]=1)[NH:7][CH:6]=[CH:5]2.[CH:11]1([C:15]2[CH:20]=[CH:19][C:18](B(O)O)=[C:17]([F:24])[C:16]=2[O:25][CH3:26])[CH2:14][CH2:13][CH2:12]1.C(Cl)Cl.C([O-])([O-])=O.[K+].[K+], predict the reaction product. The product is: [CH:11]1([C:15]2[CH:20]=[CH:19][C:18]([C:2]3[CH:3]=[C:4]4[CH:5]=[CH:6][NH:7][C:8]4=[N:9][CH:10]=3)=[C:17]([F:24])[C:16]=2[O:25][CH3:26])[CH2:12][CH2:13][CH2:14]1. (3) Given the reactants [C:1]([Li])([CH3:4])([CH3:3])[CH3:2].[Cl-].[Li+].[Cu]C#N.Cl[CH2:12][C:13](Cl)=[O:14].[CH2:16]1[CH2:20][O:19][CH2:18][CH2:17]1, predict the reaction product. The product is: [CH3:12][CH2:13][CH2:2][CH:1]([CH3:4])[CH3:3].[C:18]([O:19][CH2:20][CH3:16])(=[O:14])[CH3:17]. (4) Given the reactants [OH-].[Na+].[Br:3][C:4]1[CH:5]=[C:6]([CH:12]=[CH:13][C:14]=1[CH2:15][CH2:16][NH:17][C:18]([C:20]1[CH:25]=[CH:24][C:23]([C:26]2[CH:31]=[CH:30][C:29]([Cl:32])=[CH:28][CH:27]=2)=[CH:22][CH:21]=1)=[O:19])[C:7]([O:9]CC)=[O:8], predict the reaction product. The product is: [Br:3][C:4]1[CH:5]=[C:6]([CH:12]=[CH:13][C:14]=1[CH2:15][CH2:16][NH:17][C:18]([C:20]1[CH:25]=[CH:24][C:23]([C:26]2[CH:27]=[CH:28][C:29]([Cl:32])=[CH:30][CH:31]=2)=[CH:22][CH:21]=1)=[O:19])[C:7]([OH:9])=[O:8].